This data is from Full USPTO retrosynthesis dataset with 1.9M reactions from patents (1976-2016). The task is: Predict the reactants needed to synthesize the given product. (1) Given the product [F:26][C:19]1[CH:18]=[C:17]([C:7]2[O:8][C:4]3[CH:3]=[C:2]([CH3:1])[CH:10]=[CH:9][C:5]=3[N:6]=2)[CH:25]=[CH:24][C:20]=1[CH2:21][C:22]#[N:23], predict the reactants needed to synthesize it. The reactants are: [CH3:1][C:2]1[CH:10]=[CH:9][C:5]2[N:6]=[CH:7][O:8][C:4]=2[CH:3]=1.C([Li])CCC.Br[C:17]1[CH:25]=[CH:24][C:20]([CH2:21][C:22]#[N:23])=[C:19]([F:26])[CH:18]=1.C([O-])(O)=O.[Na+]. (2) Given the product [Br:10][C:11]1[N:16]=[C:15]([C:17]([O:19][CH3:20])=[O:18])[C:14]([Cl:21])=[C:13]([N+:1]([O-:4])=[O:2])[CH:12]=1, predict the reactants needed to synthesize it. The reactants are: [N+:1]([O-:4])(O)=[O:2].S(=O)(=O)(O)O.[Br:10][C:11]1[N:16]=[C:15]([C:17]([O:19][CH3:20])=[O:18])[C:14]([Cl:21])=[CH:13][CH:12]=1. (3) Given the product [CH3:13][NH:12][CH2:11][C:9]1[S:10][C:5]2[C:4]([N:14]3[CH2:19][CH2:18][O:17][CH2:16][CH2:15]3)=[N:3][C:2]([C:28]3[CH:29]=[C:30]4[CH:36]=[CH:35][NH:34][C:31]4=[N:32][CH:33]=3)=[N:7][C:6]=2[CH:8]=1, predict the reactants needed to synthesize it. The reactants are: Cl[C:2]1[N:3]=[C:4]([N:14]2[CH2:19][CH2:18][O:17][CH2:16][CH2:15]2)[C:5]2[S:10][C:9]([CH2:11][NH:12][CH3:13])=[CH:8][C:6]=2[N:7]=1.CC1(C)C(C)(C)OB([C:28]2[CH:29]=[C:30]3[CH:36]=[CH:35][NH:34][C:31]3=[N:32][CH:33]=2)O1. (4) Given the product [F:9][C:6]1[C:7]([F:8])=[C:2]([N:13]2[CH2:14][CH:15]([CH3:17])[CH2:16][CH:11]([CH3:10])[CH2:12]2)[N:3]=[CH:4][N:5]=1, predict the reactants needed to synthesize it. The reactants are: F[C:2]1[C:7]([F:8])=[C:6]([F:9])[N:5]=[CH:4][N:3]=1.[CH3:10][CH:11]1[CH2:16][CH:15]([CH3:17])[CH2:14][NH:13][CH2:12]1.